This data is from Catalyst prediction with 721,799 reactions and 888 catalyst types from USPTO. The task is: Predict which catalyst facilitates the given reaction. (1) Reactant: [Cl:1][C:2]1[CH:7]=[CH:6][C:5]([C:8]([CH:10]2[CH2:15][CH2:14][N:13]([CH3:16])[CH2:12][CH2:11]2)=[O:9])=[CH:4][CH:3]=1.[BH4-].[Na+]. Product: [Cl:1][C:2]1[CH:7]=[CH:6][C:5]([CH:8]([CH:10]2[CH2:15][CH2:14][N:13]([CH3:16])[CH2:12][CH2:11]2)[OH:9])=[CH:4][CH:3]=1. The catalyst class is: 5. (2) Reactant: [OH:1][C:2]([C:28]1[CH:37]=[CH:36][C:31]([C:32]([O:34]C)=[O:33])=[CH:30][CH:29]=1)([C:5]1[S:6][C:7]([C:10]2[CH:15]=[C:14]([NH:16][C:17]3[N:22]=[C:21]([C:23]([F:26])([F:25])[F:24])[CH:20]=[CH:19][N:18]=3)[CH:13]=[C:12]([CH3:27])[CH:11]=2)=[CH:8][N:9]=1)[CH2:3][OH:4].CO.[OH-].[Na+].Cl. Product: [OH:1][C:2]([C:28]1[CH:29]=[CH:30][C:31]([C:32]([OH:34])=[O:33])=[CH:36][CH:37]=1)([C:5]1[S:6][C:7]([C:10]2[CH:15]=[C:14]([NH:16][C:17]3[N:22]=[C:21]([C:23]([F:24])([F:26])[F:25])[CH:20]=[CH:19][N:18]=3)[CH:13]=[C:12]([CH3:27])[CH:11]=2)=[CH:8][N:9]=1)[CH2:3][OH:4]. The catalyst class is: 6. (3) Product: [I:1][C:2]1[CH:10]=[CH:9][CH:8]=[CH:7][C:3]=1[C:4]([C:20]1[N:19]=[C:18]([CH2:15][CH2:16][CH3:17])[N:22]2[CH:23]=[CH:24][CH:25]=[CH:26][C:21]=12)=[O:6]. The catalyst class is: 26. Reactant: [I:1][C:2]1[CH:10]=[CH:9][CH:8]=[CH:7][C:3]=1[C:4]([OH:6])=O.[Cl-].[Cl-].[Cl-].[Al+3].[CH2:15]([C:18]1[N:22]2[CH:23]=[CH:24][CH:25]=[CH:26][C:21]2=[CH:20][N:19]=1)[CH2:16][CH3:17]. (4) Reactant: [CH3:1][N:2]([CH3:47])[CH2:3][C:4]([N:6]1[C:14]2[C:9](=[CH:10][C:11]([O:45][CH3:46])=[C:12]([NH:15][C:16]3[N:29]4[C:20](=[N:21][C:22]5[C:27]([C:28]4=[O:30])=[C:26]([F:31])[CH:25]=[CH:24][CH:23]=5)[C:19]4[CH:32]=[CH:33][N:34]([S:35]([C:38]5[CH:43]=[CH:42][C:41]([CH3:44])=[CH:40][CH:39]=5)(=[O:37])=[O:36])[C:18]=4[N:17]=3)[CH:13]=2)[CH2:8][CH2:7]1)=[O:5].[CH3:48][CH:49]([CH3:52])[CH2:50][NH2:51]. Product: [CH3:1][N:2]([CH3:47])[CH2:3][C:4]([N:6]1[C:14]2[C:9](=[CH:10][C:11]([O:45][CH3:46])=[C:12]([NH:15][C:16]3[N:29]=[C:20]([NH:21][C:22]4[CH:23]=[CH:24][CH:25]=[C:26]([F:31])[C:27]=4[C:28]([NH:51][CH2:50][CH:49]([CH3:52])[CH3:48])=[O:30])[C:19]4[CH:32]=[CH:33][N:34]([S:35]([C:38]5[CH:43]=[CH:42][C:41]([CH3:44])=[CH:40][CH:39]=5)(=[O:37])=[O:36])[C:18]=4[N:17]=3)[CH:13]=2)[CH2:8][CH2:7]1)=[O:5]. The catalyst class is: 56. (5) Reactant: [Cl:1][C:2]([Cl:36])([Cl:35])[C:3]([O:6][C:7]([N:9]1[CH:14]2[C:15]([C:27]([O:29]CC)=[O:28])=[C:16]([C:18]3[CH:23]=[CH:22][CH:21]=[C:20]([CH2:24][CH2:25][OH:26])[CH:19]=3)[CH2:17][CH:10]1[CH2:11][N:12]([C:32](=[O:34])[CH3:33])[CH2:13]2)=[O:8])([CH3:5])[CH3:4].[OH-].[Na+].Cl. Product: [Cl:36][C:2]([Cl:1])([Cl:35])[C:3]([O:6][C:7]([N:9]1[CH:14]2[C:15]([C:27]([OH:29])=[O:28])=[C:16]([C:18]3[CH:23]=[CH:22][CH:21]=[C:20]([CH2:24][CH2:25][OH:26])[CH:19]=3)[CH2:17][CH:10]1[CH2:11][N:12]([C:32](=[O:34])[CH3:33])[CH2:13]2)=[O:8])([CH3:4])[CH3:5]. The catalyst class is: 14.